From a dataset of Peptide-MHC class I binding affinity with 185,985 pairs from IEDB/IMGT. Regression. Given a peptide amino acid sequence and an MHC pseudo amino acid sequence, predict their binding affinity value. This is MHC class I binding data. (1) The peptide sequence is VMCGGSLYV. The MHC is HLA-A02:01 with pseudo-sequence HLA-A02:01. The binding affinity (normalized) is 1.00. (2) The peptide sequence is FSELYENLAD. The MHC is H-2-Db with pseudo-sequence H-2-Db. The binding affinity (normalized) is 0. (3) The peptide sequence is STVKTNLYMK. The MHC is HLA-A68:01 with pseudo-sequence HLA-A68:01. The binding affinity (normalized) is 0.924.